This data is from NCI-60 drug combinations with 297,098 pairs across 59 cell lines. The task is: Regression. Given two drug SMILES strings and cell line genomic features, predict the synergy score measuring deviation from expected non-interaction effect. (1) Drug 1: C1CCC(CC1)NC(=O)N(CCCl)N=O. Drug 2: CN(CC1=CN=C2C(=N1)C(=NC(=N2)N)N)C3=CC=C(C=C3)C(=O)NC(CCC(=O)O)C(=O)O. Cell line: SNB-19. Synergy scores: CSS=50.2, Synergy_ZIP=-0.438, Synergy_Bliss=-1.33, Synergy_Loewe=-14.5, Synergy_HSA=0.779. (2) Drug 1: C(=O)(N)NO. Drug 2: C(CCl)NC(=O)N(CCCl)N=O. Cell line: HCT116. Synergy scores: CSS=16.5, Synergy_ZIP=-1.60, Synergy_Bliss=3.08, Synergy_Loewe=11.8, Synergy_HSA=7.61.